This data is from Full USPTO retrosynthesis dataset with 1.9M reactions from patents (1976-2016). The task is: Predict the reactants needed to synthesize the given product. Given the product [CH3:1][O:2][C:3]1[CH:8]=[CH:7][C:6]([C:9]2[S:13][C:12]([C:14]([NH:64][C:65]3([C:68]([O:70][CH3:71])=[O:69])[CH2:67][CH2:66]3)=[O:16])=[C:11]([NH:17][C:18]([NH:20][C:21]3[C:26]([CH3:27])=[CH:25][C:24]([CH3:28])=[CH:23][C:22]=3[CH3:29])=[O:19])[CH:10]=2)=[CH:5][CH:4]=1, predict the reactants needed to synthesize it. The reactants are: [CH3:1][O:2][C:3]1[CH:8]=[CH:7][C:6]([C:9]2[S:13][C:12]([C:14]([OH:16])=O)=[C:11]([NH:17][C:18]([NH:20][C:21]3[C:26]([CH3:27])=[CH:25][C:24]([CH3:28])=[CH:23][C:22]=3[CH3:29])=[O:19])[CH:10]=2)=[CH:5][CH:4]=1.CN(C(ON1N=NC2C=CC=NC1=2)=[N+](C)C)C.F[P-](F)(F)(F)(F)F.CCN(C(C)C)C(C)C.Cl.[NH2:64][C:65]1([C:68]([O:70][CH3:71])=[O:69])[CH2:67][CH2:66]1.